From a dataset of Catalyst prediction with 721,799 reactions and 888 catalyst types from USPTO. Predict which catalyst facilitates the given reaction. Reactant: [C:1]([C:4]1[CH:15]=[CH:14][C:7]([CH2:8][CH2:9]CC([O-])=O)=[CH:6][CH:5]=1)(=[O:3])[CH3:2].[OH-:16].[Na+].CO.O. Product: [C:1]([C:4]1[CH:15]=[CH:14][C:7]([CH2:8][CH2:9][OH:16])=[CH:6][CH:5]=1)(=[O:3])[CH3:2]. The catalyst class is: 7.